This data is from Reaction yield outcomes from USPTO patents with 853,638 reactions. The task is: Predict the reaction yield, written as a fraction of the theoretical maximum amount of product (1.0 means a 100% yield; for example, 0.34 means a 34% yield). (1) The reactants are Br[C:2]1[N:6]([S:7]([C:10]2[CH:11]=[N:12][CH:13]=[CH:14][CH:15]=2)(=[O:9])=[O:8])[CH:5]=[C:4]([CH2:16][N:17]([CH3:25])[C:18](=[O:24])[O:19][C:20]([CH3:23])([CH3:22])[CH3:21])[CH:3]=1.[CH3:26][C:27]1[CH:32]=[CH:31][CH:30]=[CH:29][C:28]=1B(O)O.C(=O)([O-])[O-].[Na+].[Na+]. The catalyst is COCCOC.O.C1C=CC([P]([Pd]([P](C2C=CC=CC=2)(C2C=CC=CC=2)C2C=CC=CC=2)([P](C2C=CC=CC=2)(C2C=CC=CC=2)C2C=CC=CC=2)[P](C2C=CC=CC=2)(C2C=CC=CC=2)C2C=CC=CC=2)(C2C=CC=CC=2)C2C=CC=CC=2)=CC=1. The product is [CH3:25][N:17]([CH2:16][C:4]1[CH:3]=[C:2]([C:28]2[CH:29]=[CH:30][CH:31]=[CH:32][C:27]=2[CH3:26])[N:6]([S:7]([C:10]2[CH:11]=[N:12][CH:13]=[CH:14][CH:15]=2)(=[O:9])=[O:8])[CH:5]=1)[C:18](=[O:24])[O:19][C:20]([CH3:23])([CH3:22])[CH3:21]. The yield is 0.680. (2) The reactants are [C:1]([O:5][C:6]([NH:8][C@@H:9]([CH2:13][CH2:14][CH2:15][C:16]([O:18][CH3:19])=[O:17])[C:10](O)=[O:11])=[O:7])([CH3:4])([CH3:3])[CH3:2].CCN(CC)CC.ClC(OCC(C)C)=O.[BH4-].[Na+]. The catalyst is C1COCC1.O. The product is [C:1]([O:5][C:6]([NH:8][C@H:9]([CH2:10][OH:11])[CH2:13][CH2:14][CH2:15][C:16]([O:18][CH3:19])=[O:17])=[O:7])([CH3:2])([CH3:4])[CH3:3]. The yield is 0.900. (3) The reactants are [H-].[Na+].[OH:3][CH2:4][C:5]1([CH2:9][O:10][C:11]2[CH:16]=[C:15]([CH3:17])[C:14]([C:18]3[CH:23]=[CH:22][CH:21]=[C:20]([CH2:24][O:25][C:26]4[CH:31]=[CH:30][C:29]([C:32]5([CH2:36][C:37]([O:39][CH2:40][CH3:41])=[O:38])[CH2:35][O:34][CH2:33]5)=[CH:28][CH:27]=4)[CH:19]=3)=[C:13]([CH3:42])[CH:12]=2)[CH2:8][O:7][CH2:6]1.I[CH3:44]. The catalyst is CN(C=O)C. The product is [CH3:44][O:3][CH2:4][C:5]1([CH2:9][O:10][C:11]2[CH:12]=[C:13]([CH3:42])[C:14]([C:18]3[CH:23]=[CH:22][CH:21]=[C:20]([CH2:24][O:25][C:26]4[CH:31]=[CH:30][C:29]([C:32]5([CH2:36][C:37]([O:39][CH2:40][CH3:41])=[O:38])[CH2:33][O:34][CH2:35]5)=[CH:28][CH:27]=4)[CH:19]=3)=[C:15]([CH3:17])[CH:16]=2)[CH2:8][O:7][CH2:6]1. The yield is 0.910. (4) The reactants are [NH2:1][C:2]1[C:7]([NH2:8])=[C:6]([NH:9][C@@H:10]2[C@@H:15]3[CH2:16][C@@H:12]([CH:13]=[CH:14]3)[C@@H:11]2[C:17]([NH2:19])=[O:18])[CH:5]=[CH:4][N:3]=1.[CH3:20][N:21]1[CH:25]=[C:24]([CH:26]=O)[CH:23]=[N:22]1. No catalyst specified. The product is [CH3:20][N:21]1[CH:25]=[C:24]([C:26]2[NH:1][C:2]3=[N:3][CH:4]=[CH:5][C:6]([NH:9][C@@H:10]4[C@@H:15]5[CH2:16][C@@H:12]([CH:13]=[CH:14]5)[C@@H:11]4[C:17]([NH2:19])=[O:18])=[C:7]3[N:8]=2)[CH:23]=[N:22]1. The yield is 0.280. (5) The reactants are [Cl:1][C:2]1[CH:3]=[C:4]([C:12]2[C:13]([O:23][C:24]3[CH:29]=[CH:28][C:27]([O:30][CH2:31][CH2:32][N:33]4[CH2:38][CH2:37][CH2:36][CH2:35][CH2:34]4)=[CH:26][CH:25]=3)=[C:14]3[C:19](=[CH:20][CH:21]=2)[CH:18]=[C:17]([OH:22])[CH:16]=[CH:15]3)[CH:5]=[CH:6][C:7]=1[S:8]([CH3:11])(=[O:10])=[O:9].Cl. The catalyst is C(OCC)C.C(OCC)(=O)C.CO. The product is [ClH:1].[Cl:1][C:2]1[CH:3]=[C:4]([C:12]2[C:13]([O:23][C:24]3[CH:29]=[CH:28][C:27]([O:30][CH2:31][CH2:32][N:33]4[CH2:34][CH2:35][CH2:36][CH2:37][CH2:38]4)=[CH:26][CH:25]=3)=[C:14]3[C:19](=[CH:20][CH:21]=2)[CH:18]=[C:17]([OH:22])[CH:16]=[CH:15]3)[CH:5]=[CH:6][C:7]=1[S:8]([CH3:11])(=[O:10])=[O:9]. The yield is 0.260. (6) The reactants are Br[C:2]1[CH:3]=[CH:4][C:5]2[N:10]([C:11](=[O:13])[CH3:12])[C@@H:9]([CH3:14])[CH2:8][N:7]([C:15]([CH:17]3[CH2:19][CH2:18]3)=[O:16])[C:6]=2[N:20]=1.BrC1C=CC2N(C(=O)C)[C@@H](C)CNC=2N=1.C1(C(Cl)=O)CC1.BrC1C=C2C(=CC=1)N(C(=O)C)[C@@H](C)CN2C(C1CC1)=O.[C:62]1([OH:68])[CH:67]=[CH:66][CH:65]=[CH:64][CH:63]=1.C(=O)([O-])[O-].[Cs+].[Cs+]. The catalyst is C(OCC)(=O)C.[Cu]I.C(#N)C. The product is [CH:17]1([C:15]([N:7]2[CH2:8][C@H:9]([CH3:14])[N:10]([C:11](=[O:13])[CH3:12])[C:5]3[CH:4]=[CH:3][C:2]([O:68][C:62]4[CH:67]=[CH:66][CH:65]=[CH:64][CH:63]=4)=[N:20][C:6]2=3)=[O:16])[CH2:19][CH2:18]1. The yield is 0.560. (7) The reactants are [O:1]=[C:2]1[CH:7]2[CH2:8][CH:4]([CH2:5][CH:6]2[C:9]([OH:11])=O)[O:3]1.Cl.[CH2:13]([O:15][C:16]([C:18]1([NH2:23])[CH2:20][CH:19]1[CH:21]=[CH2:22])=[O:17])[CH3:14].CN(C(ON1N=NC2C=CC=NC1=2)=[N+](C)C)C.F[P-](F)(F)(F)(F)F.CCN(C(C)C)C(C)C. The catalyst is CN(C=O)C.C(Cl)Cl. The product is [CH2:13]([O:15][C:16]([C:18]1([NH:23][C:9]([CH:6]2[CH2:5][CH:4]3[CH2:8][CH:7]2[C:2](=[O:1])[O:3]3)=[O:11])[CH2:20][CH:19]1[CH:21]=[CH2:22])=[O:17])[CH3:14]. The yield is 0.990. (8) The reactants are Cl.[NH2:2][CH2:3][C:4]1[CH:12]=[CH:11][CH:10]=[C:9]2[C:5]=1[CH2:6][N:7]([CH:14]1[CH2:19][CH2:18][C:17](=[O:20])[NH:16][C:15]1=[O:21])[C:8]2=[O:13].C(N(CC)CC)C.[CH3:29][O:30][C:31]1[CH:36]=[CH:35][CH:34]=[CH:33][C:32]=1[N:37]=[C:38]=[O:39]. The catalyst is C1COCC1. The product is [O:21]=[C:15]1[CH:14]([N:7]2[CH2:6][C:5]3[C:9](=[CH:10][CH:11]=[CH:12][C:4]=3[CH2:3][NH:2][C:38]([NH:37][C:32]3[CH:33]=[CH:34][CH:35]=[CH:36][C:31]=3[O:30][CH3:29])=[O:39])[C:8]2=[O:13])[CH2:19][CH2:18][C:17](=[O:20])[NH:16]1. The yield is 0.890. (9) The reactants are [F:1][CH:2]([F:11])[C:3](=O)[CH2:4][C:5](OCC)=[O:6].[CH3:12][NH:13][NH2:14]. The catalyst is C1(C)C=CC=CC=1. The product is [F:1][CH:2]([F:11])[C:3]1[CH:4]=[C:5]([OH:6])[N:13]([CH3:12])[N:14]=1. The yield is 0.740.